Task: Regression. Given a peptide amino acid sequence and an MHC pseudo amino acid sequence, predict their binding affinity value. This is MHC class I binding data.. Dataset: Peptide-MHC class I binding affinity with 185,985 pairs from IEDB/IMGT (1) The peptide sequence is ADMSIGVTV. The MHC is Mamu-A11 with pseudo-sequence Mamu-A11. The binding affinity (normalized) is 0.527. (2) The peptide sequence is VVVDEHCGY. The binding affinity (normalized) is 0.491. The MHC is HLA-A30:02 with pseudo-sequence HLA-A30:02. (3) The peptide sequence is VYQFKSVEF. The MHC is HLA-A32:01 with pseudo-sequence HLA-A32:01. The binding affinity (normalized) is 0.133. (4) The peptide sequence is RPMRDIRSPI. The MHC is HLA-B54:01 with pseudo-sequence HLA-B54:01. The binding affinity (normalized) is 0.188.